Dataset: Reaction yield outcomes from USPTO patents with 853,638 reactions. Task: Predict the reaction yield, written as a fraction of the theoretical maximum amount of product (1.0 means a 100% yield; for example, 0.34 means a 34% yield). (1) The reactants are [CH2:1]([O:8][C:9]1[CH:14]=[CH:13][C:12]([C:15]2[N:16]([C:21]3[CH:22]=[C:23]([OH:27])[CH:24]=[CH:25][CH:26]=3)[C:17]([CH3:20])=[CH:18][CH:19]=2)=[CH:11][CH:10]=1)[C:2]1[CH:7]=[CH:6][CH:5]=[CH:4][CH:3]=1.Br[CH2:29][CH2:30][CH2:31][CH2:32][CH2:33][CH2:34][CH2:35][CH2:36][CH2:37][CH2:38]C.C(=O)([O-])[O-].[K+].[K+].O. The catalyst is CN(C=O)C. The product is [CH2:1]([O:8][C:9]1[CH:14]=[CH:13][C:12]([C:15]2[N:16]([C:21]3[CH:26]=[CH:25][CH:24]=[C:23]([O:27][CH2:29][CH2:30][CH2:31][CH2:32][CH2:33][CH2:34][CH2:35][CH2:36][CH2:37][CH3:38])[CH:22]=3)[C:17]([CH3:20])=[CH:18][CH:19]=2)=[CH:11][CH:10]=1)[C:2]1[CH:3]=[CH:4][CH:5]=[CH:6][CH:7]=1. The yield is 0.757. (2) The reactants are Br[C:2]1[CH:11]=[CH:10][C:5]([C:6]([O:8][CH3:9])=[O:7])=[C:4]([O:12][CH3:13])[CH:3]=1.[Cl:14][C:15]1[CH:20]=[CH:19][C:18](B(O)O)=[CH:17][CH:16]=1.[O-]P([O-])([O-])=O.[K+].[K+].[K+]. The catalyst is O1CCOCC1.CO.C1C=CC(P(C2C=CC=CC=2)[C-]2C=CC=C2)=CC=1.C1C=CC(P(C2C=CC=CC=2)[C-]2C=CC=C2)=CC=1.Cl[Pd]Cl.[Fe+2]. The product is [CH3:9][O:8][C:6]([C:5]1[CH:10]=[CH:11][C:2]([C:18]2[CH:19]=[CH:20][C:15]([Cl:14])=[CH:16][CH:17]=2)=[CH:3][C:4]=1[O:12][CH3:13])=[O:7]. The yield is 0.780. (3) The reactants are [Br:1][C:2]1[N:3]=[C:4]([NH:10][C:11]2[CH:16]=[CH:15][C:14]([CH:17]3[CH2:22][CH2:21][NH:20][CH2:19][CH2:18]3)=[CH:13][CH:12]=2)[C:5](=[O:9])[N:6]([CH3:8])[CH:7]=1.[O:23]1[CH2:26][C:25](=O)[CH2:24]1.C([BH3-])#N.[Na+]. The catalyst is CO.[Cl-].[Zn+2].[Cl-]. The product is [Br:1][C:2]1[N:3]=[C:4]([NH:10][C:11]2[CH:12]=[CH:13][C:14]([CH:17]3[CH2:22][CH2:21][N:20]([CH:25]4[CH2:26][O:23][CH2:24]4)[CH2:19][CH2:18]3)=[CH:15][CH:16]=2)[C:5](=[O:9])[N:6]([CH3:8])[CH:7]=1. The yield is 0.600. (4) The reactants are [CH3:1][N:2]1[CH:6]=[CH:5][CH:4]=[C:3]1[C:7]([N:9]1[CH2:15][CH2:14][CH2:13][N:12]2[CH:16]=[C:17]([C:19]([O:21]CC)=O)[CH:18]=[C:11]2[CH2:10]1)=[O:8].[OH-:24].[K+].Cl.[NH2:27]O.C(O)(=O)C. The catalyst is CO. The product is [OH:24][NH:27][C:19]([C:17]1[CH:18]=[C:11]2[CH2:10][N:9]([C:7]([C:3]3[N:2]([CH3:1])[CH:6]=[CH:5][CH:4]=3)=[O:8])[CH2:15][CH2:14][CH2:13][N:12]2[CH:16]=1)=[O:21]. The yield is 0.0650. (5) The reactants are [NH2:1][C:2]1[S:3][C:4]2[C:9]([N:10]([CH3:18])[C@H:11]([CH2:14][CH:15]([CH3:17])[CH3:16])[CH2:12][OH:13])=[N:8][C:7]([S:19]CC3C=CC=CC=3)=[N:6][C:5]=2[N:27]=1.[Na].[NH4+].[Cl-]. No catalyst specified. The product is [NH2:1][C:2]1[S:3][C:4]2[C:9]([N:10]([CH3:18])[C@H:11]([CH2:14][CH:15]([CH3:17])[CH3:16])[CH2:12][OH:13])=[N:8][C:7]([SH:19])=[N:6][C:5]=2[N:27]=1. The yield is 0.800.